From a dataset of Full USPTO retrosynthesis dataset with 1.9M reactions from patents (1976-2016). Predict the reactants needed to synthesize the given product. (1) Given the product [I:1][C:2]1[CH:10]=[CH:9][CH:8]=[C:4]2[C:3]=1[C:11](=[N:13][C@@H:14]([CH3:18])[CH2:15][S:16][CH3:17])[O:12][C:5]2=[O:6], predict the reactants needed to synthesize it. The reactants are: [I:1][C:2]1[CH:10]=[CH:9][CH:8]=[C:4]([C:5](O)=[O:6])[C:3]=1[C:11]([NH:13][C@@H:14]([CH3:18])[CH2:15][S:16][CH3:17])=[O:12].C(=O)([O-])O.[Na+].ClC(OC)=O. (2) Given the product [CH3:37][O:46][C:4]1[CH:26]=[CH:25][C:7]([C:8]([C:10]2[CH:11]=[CH:21][CH:22]=[CH:23][CH:24]=2)=[O:9])=[C:6]([OH:27])[CH:5]=1, predict the reactants needed to synthesize it. The reactants are: C(N(CC)[C:4]1[CH:26]=[CH:25][C:7]([C:8]([C:10]2[CH:24]=[CH:23][CH:22]=[CH:21][C:11]=2C(OCCCCCC)=O)=[O:9])=[C:6]([OH:27])[CH:5]=1)C.CC1C=CC(C=C2C3C(C)(C)C(C)(CC3)[C:37]2=[O:46])=CC=1. (3) Given the product [CH3:19][CH:7]1[C:6]2[NH:5][C:4](=[O:20])[CH:3]=[CH:2][C:12]=2[CH2:11][CH2:10][N:9]([C:13](=[O:18])[C:14]([F:17])([F:16])[F:15])[CH2:8]1, predict the reactants needed to synthesize it. The reactants are: Br[C:2]1[C:12]2[CH2:11][CH2:10][N:9]([C:13](=[O:18])[C:14]([F:17])([F:16])[F:15])[CH2:8][CH:7]([CH3:19])[C:6]=2[NH:5][C:4](=[O:20])[CH:3]=1. (4) The reactants are: [F:1][C:2]1([F:17])[O:6][C:5]2[CH:7]=[CH:8][C:9]([C:11]3([C:14]([OH:16])=O)[CH2:13][CH2:12]3)=[CH:10][C:4]=2[O:3]1.[NH2:18][C:19]1[CH:20]=[C:21]2[C:25](=[CH:26][C:27]=1[F:28])[N:24]([CH2:29][C@@H:30]1[CH2:34][O:33][C:32]([CH3:36])([CH3:35])[O:31]1)[C:23]([C:37]([CH3:42])([CH3:41])[CH2:38][CH2:39][OH:40])=[CH:22]2.NC1C=C2C(=CC=1F)NC(C(C)(C)CCO)=C2.CN(C(ON1N=NC2C=CC=NC1=2)=[N+](C)C)C.F[P-](F)(F)(F)(F)F.C(N(CC)CC)C. Given the product [F:17][C:2]1([F:1])[O:6][C:5]2[CH:7]=[CH:8][C:9]([C:11]3([C:14]([NH:18][C:19]4[CH:20]=[C:21]5[C:25](=[CH:26][C:27]=4[F:28])[N:24]([CH2:29][C@@H:30]4[CH2:34][O:33][C:32]([CH3:35])([CH3:36])[O:31]4)[C:23]([C:37]([CH3:42])([CH2:38][CH2:39][OH:40])[CH3:41])=[CH:22]5)=[O:16])[CH2:12][CH2:13]3)=[CH:10][C:4]=2[O:3]1, predict the reactants needed to synthesize it. (5) The reactants are: [Cl:1][C:2]1[CH:3]=[C:4]([C@@H:10]2[CH2:14][C:13](=[O:15])[N:12]([C:16]([O:18][C:19]([CH3:22])([CH3:21])[CH3:20])=[O:17])[C@H:11]2[CH3:23])[CH:5]=[CH:6][C:7]=1[O:8][CH3:9].[Li+].[CH3:25][Si]([N-][Si](C)(C)C)(C)C.CI. Given the product [Cl:1][C:2]1[CH:3]=[C:4]([C@@H:10]2[C@@H:14]([CH3:25])[C:13](=[O:15])[N:12]([C:16]([O:18][C:19]([CH3:22])([CH3:21])[CH3:20])=[O:17])[C@H:11]2[CH3:23])[CH:5]=[CH:6][C:7]=1[O:8][CH3:9], predict the reactants needed to synthesize it. (6) Given the product [CH:1]1([C:4]2[NH:8][N:7]=[C:6]([N:9]3[C:10]4[C:11]([F:27])=[C:12]([NH:17][C@H:18]([C:20]5[CH:21]=[CH:22][C:23]([F:26])=[CH:24][CH:25]=5)[CH3:19])[CH:13]=[CH:14][C:15]=4[N:16]=[CH:28]3)[CH:5]=2)[CH2:3][CH2:2]1, predict the reactants needed to synthesize it. The reactants are: [CH:1]1([C:4]2[NH:8][N:7]=[C:6]([NH:9][C:10]3[C:11]([F:27])=[C:12]([NH:17][C@H:18]([C:20]4[CH:25]=[CH:24][C:23]([F:26])=[CH:22][CH:21]=4)[CH3:19])[CH:13]=[CH:14][C:15]=3[NH2:16])[CH:5]=2)[CH2:3][CH2:2]1.[C:28](O)(=O)C.C(N)=N.C(=O)(O)[O-].[Na+].CCOC(C)=O. (7) Given the product [OH:26][C@@H:20]([C:3]1[C:2]([CH3:1])=[CH:11][C:10]2[C:5](=[CH:6][CH:7]=[CH:8][CH:9]=2)[C:4]=1[O:12][S:13]([C:16]([F:19])([F:17])[F:18])(=[O:14])=[O:15])[C:21]([O:23][CH2:24][CH3:25])=[O:22], predict the reactants needed to synthesize it. The reactants are: [CH3:1][C:2]1[C:3]([C:20](=[O:26])[C:21]([O:23][CH2:24][CH3:25])=[O:22])=[C:4]([O:12][S:13]([C:16]([F:19])([F:18])[F:17])(=[O:15])=[O:14])[C:5]2[C:10]([CH:11]=1)=[CH:9][CH:8]=[CH:7][CH:6]=2.B1(C)OC(C2C=CC=CC=2)(C2C=CC=CC=2)[C@@H]2N1CCC2.[B]1OC2C(=CC=CC=2)O1. (8) Given the product [CH3:1][N:2]1[CH2:7][CH2:6][CH:5]([NH:8][C:9]2[CH:14]=[CH:13][CH:12]=[C:11]([N:30]=[C:17]([C:18]3[CH:23]=[CH:22][CH:21]=[CH:20][CH:19]=3)[C:24]3[CH:29]=[CH:28][CH:27]=[CH:26][CH:25]=3)[C:10]=2[F:16])[CH2:4][CH2:3]1, predict the reactants needed to synthesize it. The reactants are: [CH3:1][N:2]1[CH2:7][CH2:6][CH:5]([NH:8][C:9]2[CH:14]=[CH:13][CH:12]=[C:11](Cl)[C:10]=2[F:16])[CH2:4][CH2:3]1.[C:17](=[NH:30])([C:24]1[CH:29]=[CH:28][CH:27]=[CH:26][CH:25]=1)[C:18]1[CH:23]=[CH:22][CH:21]=[CH:20][CH:19]=1.CC(C)([O-])C.[Na+].C1(C)C=CC=CC=1.